Dataset: Forward reaction prediction with 1.9M reactions from USPTO patents (1976-2016). Task: Predict the product of the given reaction. (1) Given the reactants [Cl:1][C:2]1[CH:7]=[CH:6][C:5]([C:8]2[C:9]3[C:23]([CH3:24])=[C:22]([CH3:25])[S:21][C:10]=3[NH:11][C:12](=O)[C@@:13]3([CH2:16][C@H:15]3[CH2:17][O:18][CH3:19])[N:14]=2)=[CH:4][CH:3]=1.CC(C)([O-])C.[K+].P(Cl)(=O)(OCC)OCC.[C:41]([NH:44][NH2:45])(=O)[CH3:42], predict the reaction product. The product is: [Cl:1][C:2]1[CH:7]=[CH:6][C:5]([C:8]2[C:9]3[C:23]([CH3:24])=[C:22]([CH3:25])[S:21][C:10]=3[N:11]3[C:41]([CH3:42])=[N:44][N:45]=[C:12]3[C@@:13]3([CH2:16][C@H:15]3[CH2:17][O:18][CH3:19])[N:14]=2)=[CH:4][CH:3]=1. (2) Given the reactants C(NC(C)C)(C)C.[C:8]([O:11][CH2:12][CH3:13])(=[O:10])[CH3:9].N1([C:19]([C@@H:21]([NH:24][C:25](=[O:34])[O:26][CH2:27][C:28]2[CH:33]=[CH:32][CH:31]=[CH:30][CH:29]=2)[CH2:22][CH3:23])=[O:20])C=CN=C1.C(OC(N[C@@H](CC)C(O)=O)=O)C1C=CC=CC=1, predict the reaction product. The product is: [CH2:27]([O:26][C:25]([NH:24][C@@H:21]([CH2:22][CH3:23])[C:19](=[O:20])[CH2:9][C:8]([O:11][CH2:12][CH3:13])=[O:10])=[O:34])[C:28]1[CH:33]=[CH:32][CH:31]=[CH:30][CH:29]=1. (3) Given the reactants [CH:1]1[C:10]2[C:5](=[CH:6][CH:7]=[C:8]([OH:11])[CH:9]=2)[CH:4]=[CH:3][C:2]=1[OH:12].[C:13]([O-])([O-])=O.[K+].[K+].IC, predict the reaction product. The product is: [CH3:13][O:12][C:2]1[CH:1]=[C:10]2[C:5]([CH:6]=[CH:7][C:8]([OH:11])=[CH:9]2)=[CH:4][CH:3]=1. (4) Given the reactants [CH3:1][C:2]1[CH:7]=[CH:6][C:5](B(O)O)=[CH:4][C:3]=1[O:11][C:12]1[CH:17]=[CH:16][C:15]([C:18]([F:21])([F:20])[F:19])=[CH:14][N:13]=1.Br[CH:23]=[C:24]1[CH2:29][CH2:28][N:27]([C:30]([O:32][C:33]([CH3:36])([CH3:35])[CH3:34])=[O:31])[CH2:26][CH2:25]1.[O-]P([O-])([O-])=O.[K+].[K+].[K+], predict the reaction product. The product is: [CH3:1][C:2]1[CH:7]=[CH:6][C:5]([CH:23]=[C:24]2[CH2:29][CH2:28][N:27]([C:30]([O:32][C:33]([CH3:36])([CH3:35])[CH3:34])=[O:31])[CH2:26][CH2:25]2)=[CH:4][C:3]=1[O:11][C:12]1[CH:17]=[CH:16][C:15]([C:18]([F:21])([F:20])[F:19])=[CH:14][N:13]=1. (5) Given the reactants C1(C)C=CC(S(O[CH2:11][CH:12]2[CH2:21][N:20]3[C:16](=[N:17][C:18]4[C:25]([CH3:26])=[CH:24][CH:23]=[CH:22][C:19]=43)[C:15]3[CH:27]=C[CH:29]=[C:30]([Cl:31])[C:14]=3[O:13]2)(=O)=O)=CC=1.[H-].[H-].[H-].[H-].[Li+].[Al+3], predict the reaction product. The product is: [Cl:31][C:30]([C:14]1[O:13][CH:12]([CH3:11])[CH2:21][N:20]2[C:16](=[N:17][C:18]3[C:25]([CH3:26])=[CH:24][CH:23]=[CH:22][C:19]=32)[C:15]=1[CH3:27])=[CH2:29]. (6) Given the reactants [CH3:1][O:2][C:3]([C@@H:5]1[CH2:34][C@@H:33]2[CH2:35][N:6]1[C:7](=[O:45])[C@H:8]([CH:40]1[CH2:44][CH2:43][CH2:42][CH2:41]1)[NH:9][C:10](=[O:39])[O:11][C@@H:12]1[CH2:38][CH2:37][CH2:36][C@H:13]1[CH2:14][CH2:15][CH:16]=[CH:17][CH2:18][C:19]1[C:20]([O:32]2)=[N:21][C:22]2[CH:23]=[CH:24][CH:25]=[CH:26][C:27]=2[C:28]=1[O:29][CH2:30][CH3:31])=[O:4], predict the reaction product. The product is: [CH3:1][O:2][C:3]([C@@H:5]1[CH2:34][C@@H:33]2[CH2:35][N:6]1[C:7](=[O:45])[C@H:8]([CH:40]1[CH2:41][CH2:42][CH2:43][CH2:44]1)[NH:9][C:10](=[O:39])[O:11][C@@H:12]1[CH2:38][CH2:37][CH2:36][C@H:13]1[CH2:14][CH2:15][CH2:16][CH2:17][CH2:18][C:19]1[C:20]([O:32]2)=[N:21][C:22]2[CH:23]=[CH:24][CH:25]=[CH:26][C:27]=2[C:28]=1[O:29][CH2:30][CH3:31])=[O:4]. (7) Given the reactants [C:1]([CH:3]([CH:7]1[C:11]([Cl:12])=[C:10](Cl)C(=O)O1)[C:4]([NH2:6])=[O:5])#[N:2].Cl.[Cl:16][C:17]1[CH:25]=[C:24]2[C:20]([CH2:21][CH2:22][CH:23]2[NH2:26])=[CH:19][CH:18]=1, predict the reaction product. The product is: [Cl:12][C:11]1[CH:7]=[C:3]([C:4]([NH2:6])=[O:5])[C:1](=[NH:2])[N:26]([CH:23]2[C:24]3[C:20](=[CH:19][CH:18]=[C:17]([Cl:16])[CH:25]=3)[CH2:21][CH2:22]2)[CH:10]=1. (8) Given the reactants [Cl:1][C:2]1[CH:3]=[CH:4][C:5]2[NH:11]/[C:10](=[N:12]\[NH2:13])/[C@@H:9]([CH2:14][C:15]3[S:16][C:17]([CH2:20][CH2:21][C:22]([O:24][CH3:25])=[O:23])=[CH:18][N:19]=3)[S:8][C@H:7]([C:26]3[CH:31]=[CH:30][CH:29]=[C:28]([O:32][CH3:33])[C:27]=3[O:34][CH3:35])[C:6]=2[CH:36]=1.[F:37][CH:38]([F:47])[C:39](O[C:39](=O)[CH:38]([F:47])[F:37])=O.FC(F)C(O)=O, predict the reaction product. The product is: [Cl:1][C:2]1[CH:3]=[CH:4][C:5]2[N:11]3[C:39]([CH:38]([F:47])[F:37])=[N:13][N:12]=[C:10]3[C@@H:9]([CH2:14][C:15]3[S:16][C:17]([CH2:20][CH2:21][C:22]([O:24][CH3:25])=[O:23])=[CH:18][N:19]=3)[S:8][C@H:7]([C:26]3[CH:31]=[CH:30][CH:29]=[C:28]([O:32][CH3:33])[C:27]=3[O:34][CH3:35])[C:6]=2[CH:36]=1.